From a dataset of Catalyst prediction with 721,799 reactions and 888 catalyst types from USPTO. Predict which catalyst facilitates the given reaction. (1) Reactant: [Cl:1][C:2]1[CH:7]=[CH:6][CH:5]=[C:4]([F:8])[C:3]=1[NH:9][C:10]1[N:14]([CH3:15])[C:13]2[C:16]3[CH2:17][C:18]([CH3:28])([CH3:27])[O:19][C:20]=3[C:21]([C:23]([O:25]C)=O)=[CH:22][C:12]=2[N:11]=1.[F:29][C:30]1[CH:36]=[C:35]([CH3:37])[CH:34]=[CH:33][C:31]=1[NH2:32].C[Al](C)C. Product: [Cl:1][C:2]1[CH:7]=[CH:6][CH:5]=[C:4]([F:8])[C:3]=1[NH:9][C:10]1[N:14]([CH3:15])[C:13]2[C:16]3[CH2:17][C:18]([CH3:28])([CH3:27])[O:19][C:20]=3[C:21]([C:23]([NH:32][C:31]3[CH:33]=[CH:34][C:35]([CH3:37])=[CH:36][C:30]=3[F:29])=[O:25])=[CH:22][C:12]=2[N:11]=1. The catalyst class is: 11. (2) Reactant: [NH2:1][C@H:2]1[CH2:7][CH2:6][C@H:5]([C:8]([OH:10])=[O:9])[CH2:4][CH2:3]1.C(=O)([O-])[O-].[K+].[K+].[CH2:17](Br)[C:18]1[CH:23]=[CH:22][CH:21]=[CH:20][CH:19]=1. Product: [CH2:17]([O:9][C:8]([CH:5]1[CH2:6][CH2:7][CH:2]([N:1]([CH2:8][C:5]2[CH:6]=[CH:7][CH:2]=[CH:3][CH:4]=2)[CH2:17][C:18]2[CH:23]=[CH:22][CH:21]=[CH:20][CH:19]=2)[CH2:3][CH2:4]1)=[O:10])[C:18]1[CH:23]=[CH:22][CH:21]=[CH:20][CH:19]=1. The catalyst class is: 10. (3) Reactant: [Cl:1][C:2]1[CH:3]=[CH:4][C:5]([NH:9][C:10]2[N:14]([CH3:15])[C:13]3[C:16]([N:20]([CH2:24][CH2:25][CH3:26])[CH2:21][CH2:22][CH3:23])=[CH:17][CH:18]=[CH:19][C:12]=3[N:11]=2)=[C:6]([OH:8])[CH:7]=1.C(=O)(O)[O-].[Cs+].Br[CH2:33][C:34]#[N:35].C(=O)([O-])[O-].[K+].[K+]. Product: [Cl:1][C:2]1[CH:3]=[CH:4][C:5]([NH:9][C:10]2[N:14]([CH3:15])[C:13]3[C:16]([N:20]([CH2:24][CH2:25][CH3:26])[CH2:21][CH2:22][CH3:23])=[CH:17][CH:18]=[CH:19][C:12]=3[N:11]=2)=[C:6]([CH:7]=1)[O:8][CH2:33][C:34]#[N:35]. The catalyst class is: 7.